Dataset: Reaction yield outcomes from USPTO patents with 853,638 reactions. Task: Predict the reaction yield, written as a fraction of the theoretical maximum amount of product (1.0 means a 100% yield; for example, 0.34 means a 34% yield). The reactants are C[Al](C)C.[CH:5]([NH2:8])([CH3:7])[CH3:6].CO[C:11](=[O:35])[C:12]1[CH:17]=[CH:16][C:15]([O:18][CH2:19][C:20]2[C:21]([C:27]3[CH:32]=[CH:31][C:30]([F:33])=[C:29]([F:34])[CH:28]=3)=[N:22][O:23][C:24]=2[CH2:25][OH:26])=[N:14][CH:13]=1. The catalyst is O1CCOCC1. The product is [F:34][C:29]1[CH:28]=[C:27]([C:21]2[C:20]([CH2:19][O:18][C:15]3[CH:16]=[CH:17][C:12]([C:11]([NH:8][CH:5]([CH3:7])[CH3:6])=[O:35])=[CH:13][N:14]=3)=[C:24]([CH2:25][OH:26])[O:23][N:22]=2)[CH:32]=[CH:31][C:30]=1[F:33]. The yield is 0.280.